This data is from NCI-60 drug combinations with 297,098 pairs across 59 cell lines. The task is: Regression. Given two drug SMILES strings and cell line genomic features, predict the synergy score measuring deviation from expected non-interaction effect. (1) Drug 1: COC1=NC(=NC2=C1N=CN2C3C(C(C(O3)CO)O)O)N. Drug 2: CS(=O)(=O)OCCCCOS(=O)(=O)C. Cell line: OVCAR3. Synergy scores: CSS=-2.27, Synergy_ZIP=5.41, Synergy_Bliss=3.74, Synergy_Loewe=-2.60, Synergy_HSA=-3.32. (2) Drug 1: C1=CN(C(=O)N=C1N)C2C(C(C(O2)CO)O)O.Cl. Drug 2: CC12CCC3C(C1CCC2OP(=O)(O)O)CCC4=C3C=CC(=C4)OC(=O)N(CCCl)CCCl.[Na+]. Cell line: A549. Synergy scores: CSS=49.2, Synergy_ZIP=-4.99, Synergy_Bliss=-4.55, Synergy_Loewe=-25.2, Synergy_HSA=-1.42. (3) Drug 1: CC1=C2C(C(=O)C3(C(CC4C(C3C(C(C2(C)C)(CC1OC(=O)C(C(C5=CC=CC=C5)NC(=O)OC(C)(C)C)O)O)OC(=O)C6=CC=CC=C6)(CO4)OC(=O)C)OC)C)OC. Drug 2: C1CCC(CC1)NC(=O)N(CCCl)N=O. Cell line: MCF7. Synergy scores: CSS=42.4, Synergy_ZIP=2.05, Synergy_Bliss=2.34, Synergy_Loewe=-5.48, Synergy_HSA=5.13. (4) Drug 1: C1C(C(OC1N2C=NC3=C(N=C(N=C32)Cl)N)CO)O. Drug 2: CN(CCCl)CCCl.Cl. Cell line: A549. Synergy scores: CSS=33.8, Synergy_ZIP=-3.34, Synergy_Bliss=-0.106, Synergy_Loewe=-2.63, Synergy_HSA=-1.20. (5) Drug 2: C1CNP(=O)(OC1)N(CCCl)CCCl. Synergy scores: CSS=33.8, Synergy_ZIP=-4.53, Synergy_Bliss=-4.16, Synergy_Loewe=-55.6, Synergy_HSA=-5.03. Cell line: NCI-H460. Drug 1: C1C(C(OC1N2C=C(C(=O)NC2=O)F)CO)O.